From a dataset of Experimentally validated miRNA-target interactions with 360,000+ pairs, plus equal number of negative samples. Binary Classification. Given a miRNA mature sequence and a target amino acid sequence, predict their likelihood of interaction. (1) The miRNA is hsa-miR-16-1-3p with sequence CCAGUAUUAACUGUGCUGCUGA. The protein sequence of the target gene is MSSLGGGSQDAGGSSSSSNTNSSSGSGQKAGGTDKSTAVAATTAPTSVADDAPPPERRNKSGIISEPLNKSLRRSRPLSHYSSFGSSGGGGSMMGVESADKAAAAAASLLANGHDLAAAMAVDKSNPTSKHKSGAVASLLSKAERATELAAEGQLTLQQFAQSTEMLKRVVQEHLPLMSEAGAGLPDMEAVAGAEALNGQSDFPYLGAFPINPGLFIMTPAGVFLAESALHMAGLAEYPMQGELASAISSGKKKRKRCGMCAPCRRRINCEQCSSCRNRKTGHQICKFRKCEELKKKPSA.... Result: 0 (no interaction). (2) The miRNA is hsa-miR-4515 with sequence AGGACUGGACUCCCGGCAGCCC. The protein sequence of the target gene is MGQRLSGGRSCLDVPGRLLPQPPPPPPPVRRKLALLFAMLCVWLYMFLYSCAGSCAAAPGLLLLGSGSRAAHDPPALATAPDGTPPRLPFRAPPATPLASGKEMAEGAASPEEQSPEVPDSPSPISSFFSGSGSKQLPQAIIIGVKKGGTRALLEFLRVHPDVRAVGAEPHFFDRSYDKGLAWYRDLMPRTLDGQITMEKTPSYFVTREAPARISAMSKDTKLIVVVRDPVTRAISDYTQTLSKRPDIPTFESLTFKNRTAGLIDTSWSAIQIGIYAKHLEHWLRHFPIRQMLFVSGERL.... Result: 0 (no interaction).